This data is from Full USPTO retrosynthesis dataset with 1.9M reactions from patents (1976-2016). The task is: Predict the reactants needed to synthesize the given product. (1) Given the product [Br:16][C:15]1[C:13]([C:12]([OH:20])=[O:19])=[N:11][C:7]([CH2:8][CH3:9])=[N:10][CH:17]=1, predict the reactants needed to synthesize it. The reactants are: [Na].[O-]CC.[Na+].Cl.[C:7](=[NH:11])([NH2:10])[CH2:8][CH3:9].[C:12]([OH:20])(=[O:19])/[C:13](=[C:15](\[CH:17]=O)/[Br:16])/Br. (2) Given the product [CH3:1][O:2][C:3]([C:5]1[CH:14]=[CH:13][C:12]2[C:7](=[CH:8][CH:9]=[C:10]([O:42][CH3:43])[C:11]=2[CH2:15][N:16]2[C:22](=[O:23])[C@@H:21]([NH:24][C:25](=[O:37])[C@@H:26]([N:28]([C:30]([O:32][C:33]([CH3:35])([CH3:36])[CH3:34])=[O:31])[CH3:29])[CH3:27])[CH2:20][N:19]([C:74](=[O:68])[CH2:75][CH2:76][CH2:77][CH2:78][NH:73][C:59]([O:58][CH2:57][CH:55]3[C:56]4[CH:44]=[CH:45][CH:46]=[CH:47][C:48]=4[C:49]4[C:54]3=[CH:53][CH:52]=[CH:51][CH:50]=4)=[O:60])[C:18]3[CH:38]=[CH:39][CH:40]=[CH:41][C:17]2=3)[CH:6]=1)=[O:4], predict the reactants needed to synthesize it. The reactants are: [CH3:1][O:2][C:3]([C:5]1[CH:14]=[CH:13][C:12]2[C:7](=[CH:8][CH:9]=[C:10]([O:42][CH3:43])[C:11]=2[CH2:15][N:16]2[C:22](=[O:23])[C@@H:21]([NH:24][C:25](=[O:37])[C@@H:26]([N:28]([C:30]([O:32][C:33]([CH3:36])([CH3:35])[CH3:34])=[O:31])[CH3:29])[CH3:27])[CH2:20][NH:19][C:18]3[CH:38]=[CH:39][CH:40]=[CH:41][C:17]2=3)[CH:6]=1)=[O:4].[CH:44]1[C:56]2[CH:55]([CH2:57][O:58][C:59](NCCCC(O)=O)=[O:60])[C:54]3[C:49](=[CH:50][CH:51]=[CH:52][CH:53]=3)[C:48]=2[CH:47]=[CH:46][CH:45]=1.[O:68]=P(Cl)(Cl)Cl.[N:73]1[CH:78]=[CH:77][CH:76]=[CH:75][CH:74]=1. (3) Given the product [F:1][C:2]1[CH:7]=[CH:6][C:5]([O:8][CH2:18][CH2:19][C:20]2[CH:25]=[CH:24][CH:23]=[CH:22][CH:21]=2)=[C:4]([C:9]([OH:17])([CH3:16])[CH2:10][N:11]2[CH:15]=[CH:14][N:13]=[CH:12]2)[CH:3]=1, predict the reactants needed to synthesize it. The reactants are: [F:1][C:2]1[CH:7]=[CH:6][C:5]([OH:8])=[C:4]([C:9]([OH:17])([CH3:16])[CH2:10][N:11]2[CH:15]=[CH:14][N:13]=[CH:12]2)[CH:3]=1.[CH2:18](Cl)[CH2:19][C:20]1[CH:25]=[CH:24][CH:23]=[CH:22][CH:21]=1.FC1C=CC(OC2C=CC=CC=2)=C(C(O)(C)CN2C=CN=C2)C=1. (4) Given the product [CH2:3]([O:4][C:5]1([C:38]2[CH:43]=[CH:42][CH:41]=[CH:40][C:39]=2[C:44]#[CH:45])[C@@H:9]2[CH:10]=[N:11][C:12]3[CH:19]=[CH:18][C:17]([O:20][CH3:21])=[CH:16][C:13]=3[C:14](=[O:15])[N:8]2[CH:7]=[CH:6]1)[CH2:2][CH2:1][O:46][C:47]1([C:80]2[CH:85]=[CH:84][CH:83]=[CH:82][C:81]=2[C:86]#[CH:87])[C@@H:51]2[CH:52]=[N:53][C:54]3[CH:61]=[CH:60][C:59]([O:62][CH3:63])=[CH:58][C:55]=3[C:56](=[O:57])[N:50]2[CH:49]=[CH:48]1, predict the reactants needed to synthesize it. The reactants are: [CH2:1]([O:46][C:47]1([C:80]2[CH:85]=[CH:84][CH:83]=[CH:82][C:81]=2[C:86]#[CH:87])[C@H:51]2[C@H:52](O[Si](C(C)(C)C)(C)C)[N:53](C(OCC(Cl)(Cl)Cl)=O)[C:54]3[CH:61]=[CH:60][C:59]([O:62][CH3:63])=[CH:58][C:55]=3[C:56](=[O:57])[N:50]2[CH:49]=[CH:48]1)[CH2:2][CH2:3][O:4][C:5]1([C:38]2[CH:43]=[CH:42][CH:41]=[CH:40][C:39]=2[C:44]#[CH:45])[C@H:9]2[C@H:10](O[Si](C(C)(C)C)(C)C)[N:11](C(OCC(Cl)(Cl)Cl)=O)[C:12]3[CH:19]=[CH:18][C:17]([O:20][CH3:21])=[CH:16][C:13]=3[C:14](=[O:15])[N:8]2[CH:7]=[CH:6]1. (5) The reactants are: [CH2:1]([O:5][C:6]1[CH:11]=[C:10](Cl)[N:9]=[CH:8][N:7]=1)[C:2]#[C:3][CH3:4].C(=O)([O-])[O-].[K+].[K+].Cl.[CH3:20][C:21]1([CH3:27])[CH2:26][CH2:25][CH2:24][NH:23][CH2:22]1.[Cl-].[NH4+]. Given the product [CH2:1]([O:5][C:6]1[CH:11]=[C:10]([N:23]2[CH2:24][CH2:25][CH2:26][C:21]([CH3:27])([CH3:20])[CH2:22]2)[N:9]=[CH:8][N:7]=1)[C:2]#[C:3][CH3:4], predict the reactants needed to synthesize it. (6) Given the product [CH3:1][C:2]([OH:8])([CH2:4][CH2:5][C:6]#[C:7][C:10]#[C:11][Si:12]([CH3:15])([CH3:14])[CH3:13])[CH3:3], predict the reactants needed to synthesize it. The reactants are: [CH3:1][C:2]([OH:8])([CH2:4][CH2:5][C:6]#[CH:7])[CH3:3].Br[C:10]#[C:11][Si:12]([CH3:15])([CH3:14])[CH3:13]. (7) Given the product [CH3:17][C:12]1[CH:11]=[CH:10][C:15]([O:16][C:2]2[CH:9]=[CH:8][C:5]([CH:6]=[O:7])=[CH:4][CH:3]=2)=[CH:14][CH:13]=1, predict the reactants needed to synthesize it. The reactants are: F[C:2]1[CH:9]=[CH:8][C:5]([CH:6]=[O:7])=[CH:4][CH:3]=1.[CH:10]1[C:15]([OH:16])=[CH:14][CH:13]=[C:12]([CH3:17])[CH:11]=1.C(=O)([O-])[O-].[K+].[K+]. (8) Given the product [CH2:1]([O:4][C:5](=[O:19])[CH2:6][C:7]1[CH:8]=[C:9]([CH:15]=[CH:16][C:17]=1[O:18][CH2:21][CH2:22][CH2:23][C:24]1[CH:29]=[CH:28][C:27]([O:30][CH2:31][CH2:32][CH2:33][CH2:34][O:35][C:36]2[CH:37]=[CH:38][CH:39]=[CH:40][CH:41]=2)=[CH:26][CH:25]=1)[C:10]([O:12][CH2:13][CH3:14])=[O:11])[CH:2]=[CH2:3], predict the reactants needed to synthesize it. The reactants are: [CH2:1]([O:4][C:5](=[O:19])[CH2:6][C:7]1[CH:8]=[C:9]([CH:15]=[CH:16][C:17]=1[OH:18])[C:10]([O:12][CH2:13][CH3:14])=[O:11])[CH:2]=[CH2:3].Br[CH2:21][CH2:22][CH2:23][C:24]1[CH:29]=[CH:28][C:27]([O:30][CH2:31][CH2:32][CH2:33][CH2:34][O:35][C:36]2[CH:41]=[CH:40][CH:39]=[CH:38][CH:37]=2)=[CH:26][CH:25]=1.C(=O)([O-])[O-].[K+].[K+].Cl. (9) Given the product [S:35]([OH:39])([OH:38])(=[O:37])=[O:36].[CH2:1]([O:3][C:4]([NH:6][CH2:7][C:8]1([CH2:14][C:15]([O:17][C:18]2[CH:23]=[CH:22][CH:21]=[C:20]([C@@:24]3([OH:34])[CH2:29][CH2:28][CH2:27][CH2:26][C@@H:25]3[CH2:30][N:31]([CH3:32])[CH3:33])[CH:19]=2)=[O:16])[CH2:9][CH2:10][CH2:11][CH2:12][CH2:13]1)=[O:5])[CH3:2], predict the reactants needed to synthesize it. The reactants are: [CH2:1]([O:3][C:4]([NH:6][CH2:7][C:8]1([CH2:14][C:15]([O:17][C:18]2[CH:23]=[CH:22][CH:21]=[C:20]([C@@:24]3([OH:34])[CH2:29][CH2:28][CH2:27][CH2:26][C@@H:25]3[CH2:30][N:31]([CH3:33])[CH3:32])[CH:19]=2)=[O:16])[CH2:13][CH2:12][CH2:11][CH2:10][CH2:9]1)=[O:5])[CH3:2].[S:35](=[O:39])(=[O:38])([OH:37])[OH:36].